This data is from Catalyst prediction with 721,799 reactions and 888 catalyst types from USPTO. The task is: Predict which catalyst facilitates the given reaction. (1) Reactant: C(O)(C(F)(F)F)=O.[S:8]1[CH:12]=[CH:11][C:10]([C@H:13]2[C@H:22]3[CH2:23][CH2:24][N:25]([C:26]([O:28]C(C)(C)C)=O)[C@H:21]3[C:20]3[CH:19]=[CH:18][CH:17]=[CH:16][C:15]=3[NH:14]2)=[CH:9]1.[OH-].[Na+].[C:35]([NH:43][C:44]1[CH:52]=[CH:51][CH:50]=[CH:49][C:45]=1C(O)=O)(=[O:42])[C:36]1[CH:41]=[CH:40][CH:39]=[CH:38][CH:37]=1.C(N(CC)CC)C.CCOC(OC(OCC)=O)=O. Product: [S:8]1[CH:12]=[CH:11][C:10]([C@H:13]2[C@H:22]3[CH2:23][CH2:24][N:25]([C:26]([C:45]4[CH:49]=[CH:50][CH:51]=[CH:52][C:44]=4[NH:43][C:35](=[O:42])[C:36]4[CH:37]=[CH:38][CH:39]=[CH:40][CH:41]=4)=[O:28])[C@H:21]3[C:20]3[CH:15]=[CH:16][CH:17]=[CH:18][C:19]=3[NH:14]2)=[CH:9]1. The catalyst class is: 6. (2) Reactant: [Cl:1][C:2]1[CH:3]=[C:4]([C:9]([C:12]2[N:16]([C:17]3[CH:22]=[CH:21][C:20]([F:23])=[CH:19][CH:18]=3)[C:15]([CH2:24][O:25][CH:26]3[CH2:31][CH2:30][NH:29][CH2:28][CH2:27]3)=[N:14][CH:13]=2)([CH3:11])[CH3:10])[CH:5]=[CH:6][C:7]=1[Cl:8].C[CH2:33][N:34](CC)CC.N#CBr. Product: [Cl:1][C:2]1[CH:3]=[C:4]([C:9]([C:12]2[N:16]([C:17]3[CH:18]=[CH:19][C:20]([F:23])=[CH:21][CH:22]=3)[C:15]([CH2:24][O:25][CH:26]3[CH2:27][CH2:28][N:29]([C:33]#[N:34])[CH2:30][CH2:31]3)=[N:14][CH:13]=2)([CH3:11])[CH3:10])[CH:5]=[CH:6][C:7]=1[Cl:8]. The catalyst class is: 2.